This data is from Catalyst prediction with 721,799 reactions and 888 catalyst types from USPTO. The task is: Predict which catalyst facilitates the given reaction. (1) Reactant: [N:1]1[CH:6]=[C:5]([C:7]([NH:9][C:10]2([C:13]([NH:15][CH2:16][C:17]3[N:22]=[CH:21][C:20]([NH:23][C:24]4[CH:32]=[CH:31][C:27]([C:28](O)=[O:29])=[CH:26][C:25]=4[C:33]([F:36])([F:35])[F:34])=[CH:19][CH:18]=3)=[O:14])[CH2:12][CH2:11]2)=[O:8])[CH:4]=[N:3][CH:2]=1.C[N:38](C(ON1N=NC2C=CC=CC1=2)=[N+](C)C)C.[B-](F)(F)(F)F.CN1CCOCC1.COC1C=C(OC)C=CC=1CN.FC(F)(F)C(O)=O. Product: [C:28]([C:27]1[CH:31]=[CH:32][C:24]([NH:23][C:20]2[CH:19]=[CH:18][C:17]([CH2:16][NH:15][C:13]([C:10]3([NH:9][C:7]([C:5]4[CH:6]=[N:1][CH:2]=[N:3][CH:4]=4)=[O:8])[CH2:12][CH2:11]3)=[O:14])=[N:22][CH:21]=2)=[C:25]([C:33]([F:36])([F:35])[F:34])[CH:26]=1)(=[O:29])[NH2:38]. The catalyst class is: 174. (2) Reactant: [OH:1][N:2]=[C:3]([NH2:5])[CH3:4].C(N(CC)CC)C.[Cl:13][C:14]1[CH:19]=[CH:18][N:17]=[C:16]2[CH:20]=[C:21]([C:23](Cl)=[O:24])[S:22][C:15]=12. Product: [Cl:13][C:14]1[CH:19]=[CH:18][N:17]=[C:16]2[CH:20]=[C:21]([C:23]([O:1]/[N:2]=[C:3](\[NH2:5])/[CH3:4])=[O:24])[S:22][C:15]=12. The catalyst class is: 22. (3) Reactant: [NH2:1][C:2]1[CH:3]=[C:4]([CH:8]=[CH:9][C:10]=1[NH2:11])[C:5]([OH:7])=O.[NH2:12][CH2:13][CH2:14][N:15]1[CH2:20][CH2:19][O:18][CH2:17][CH2:16]1.C(N(CC)CC)C.C(Cl)CCl. Product: [NH2:1][C:2]1[CH:3]=[C:4]([CH:8]=[CH:9][C:10]=1[NH2:11])[C:5]([NH:12][CH2:13][CH2:14][N:15]1[CH2:20][CH2:19][O:18][CH2:17][CH2:16]1)=[O:7]. The catalyst class is: 241.